From a dataset of Forward reaction prediction with 1.9M reactions from USPTO patents (1976-2016). Predict the product of the given reaction. (1) Given the reactants [Br:1][C:2]1[C:7](=[O:8])[NH:6][C:5]2[N:9]([C:12]3[C:17]([F:18])=[CH:16][CH:15]=[CH:14][C:13]=3[F:19])[N:10]=[CH:11][C:4]=2[CH:3]=1.[H-].[Na+].[Br-].[Li+].[CH3:24]I, predict the reaction product. The product is: [Br:1][C:2]1[C:7](=[O:8])[N:6]([CH3:24])[C:5]2[N:9]([C:12]3[C:13]([F:19])=[CH:14][CH:15]=[CH:16][C:17]=3[F:18])[N:10]=[CH:11][C:4]=2[CH:3]=1. (2) Given the reactants [CH2:1]([N:3]([CH2:41][CH3:42])[C:4](=[O:40])[NH:5][C:6]1[C:7]([C:17]2[NH:18][C:19]3[CH:25]=[C:24]([N:26]([CH2:34][CH2:35][N:36]([CH3:38])[CH3:37])[C:27]([N:29]([CH2:32][CH3:33])[CH2:30][CH3:31])=[O:28])[C:23]([F:39])=[CH:22][C:20]=3[N:21]=2)=[N:8][N:9](C2CCCCO2)[CH:10]=1)[CH3:2].FC(F)(F)C([O-])=O, predict the reaction product. The product is: [CH2:41]([N:3]([CH2:1][CH3:2])[C:4](=[O:40])[NH:5][C:6]1[C:7]([C:17]2[NH:18][C:19]3[CH:25]=[C:24]([N:26]([CH2:34][CH2:35][N:36]([CH3:38])[CH3:37])[C:27]([N:29]([CH2:30][CH3:31])[CH2:32][CH3:33])=[O:28])[C:23]([F:39])=[CH:22][C:20]=3[N:21]=2)=[N:8][NH:9][CH:10]=1)[CH3:42]. (3) Given the reactants [NH2:1][C:2]1[S:3][C:4]([C:10]2[C:15]([F:16])=[CH:14][C:13]([C:17]([OH:20])([CH3:19])[CH3:18])=[CH:12][C:11]=2[F:21])=[CH:5][C:6]=1[C:7]([NH2:9])=[O:8].Cl[C:23]1[N:28]=[C:27]([CH3:29])[C:26]([CH2:30][O:31][CH2:32][C:33]([CH3:36])([OH:35])[CH3:34])=[CH:25][CH:24]=1, predict the reaction product. The product is: [F:16][C:15]1[CH:14]=[C:13]([C:17]([OH:20])([CH3:18])[CH3:19])[CH:12]=[C:11]([F:21])[C:10]=1[C:4]1[S:3][C:2]([NH:1][C:23]2[CH:24]=[CH:25][C:26]([CH2:30][O:31][CH2:32][C:33]([OH:35])([CH3:34])[CH3:36])=[C:27]([CH3:29])[N:28]=2)=[C:6]([C:7]([NH2:9])=[O:8])[CH:5]=1.